This data is from Forward reaction prediction with 1.9M reactions from USPTO patents (1976-2016). The task is: Predict the product of the given reaction. (1) Given the reactants [F:1][CH:2]([F:29])[C@@:3]1([C:10]2[CH:15]=[C:14]([NH:16][C:17]3[C:22]([O:23][CH3:24])=[CH:21][C:20]([N+:25]([O-])=O)=[CH:19][N:18]=3)[CH:13]=[CH:12][C:11]=2[F:28])[CH2:8][O:7][CH2:6][C:5]([NH2:9])=[N:4]1, predict the reaction product. The product is: [NH2:9][C:5]1[CH2:6][O:7][CH2:8][C@:3]([C:10]2[CH:15]=[C:14]([NH:16][C:17]3[C:22]([O:23][CH3:24])=[CH:21][C:20]([NH2:25])=[CH:19][N:18]=3)[CH:13]=[CH:12][C:11]=2[F:28])([CH:2]([F:1])[F:29])[N:4]=1. (2) Given the reactants Br[C:2]1[CH:7]=[CH:6][C:5]([C:8]([CH3:12])([CH3:11])[C:9]#[N:10])=[C:4]([Cl:13])[CH:3]=1.C([Li])CCC.CON(C)[C:22](=[O:24])[CH3:23], predict the reaction product. The product is: [C:22]([C:2]1[CH:7]=[CH:6][C:5]([C:8]([CH3:12])([CH3:11])[C:9]#[N:10])=[C:4]([Cl:13])[CH:3]=1)(=[O:24])[CH3:23]. (3) Given the reactants [OH:1][CH:2]1[CH2:5][N:4]([CH:6]2[CH2:11][CH2:10][N:9]([C:12]([O:14][C:15]([CH3:18])([CH3:17])[CH3:16])=[O:13])[CH2:8][CH2:7]2)[CH2:3]1.[CH3:19][S:20](Cl)(=[O:22])=[O:21], predict the reaction product. The product is: [CH3:19][S:20]([O:1][CH:2]1[CH2:3][N:4]([CH:6]2[CH2:7][CH2:8][N:9]([C:12]([O:14][C:15]([CH3:18])([CH3:17])[CH3:16])=[O:13])[CH2:10][CH2:11]2)[CH2:5]1)(=[O:22])=[O:21]. (4) Given the reactants Cl.[N:2]1[C:7]2[CH:8]=[CH:9][S:10][C:6]=2[C:5]([N:11]2[CH2:15][CH2:14][CH:13]([NH2:16])[CH2:12]2)=[N:4][CH:3]=1.Cl.[N+](C1C=CC([O:27][C:28](=O)[NH:29][C:30]2[CH:35]=[CH:34][C:33]([N:36]([CH2:39][CH3:40])[CH2:37][CH3:38])=[CH:32][CH:31]=2)=CC=1)([O-])=O, predict the reaction product. The product is: [CH2:39]([N:36]([CH2:37][CH3:38])[C:33]1[CH:34]=[CH:35][C:30]([NH:29][C:28]([NH:16][CH:13]2[CH2:14][CH2:15][N:11]([C:5]3[C:6]4[S:10][CH:9]=[CH:8][C:7]=4[N:2]=[CH:3][N:4]=3)[CH2:12]2)=[O:27])=[CH:31][CH:32]=1)[CH3:40].